Dataset: Catalyst prediction with 721,799 reactions and 888 catalyst types from USPTO. Task: Predict which catalyst facilitates the given reaction. Reactant: C([NH:4][C:5]1[C:10]2[NH:11][C:12](=[O:21])[N:13]([CH2:14][C:15]3[CH:20]=[CH:19][CH:18]=[CH:17][CH:16]=3)[C:9]=2[CH:8]=[C:7]([CH:22]2[CH2:24][CH2:23]2)[N:6]=1)C=C.B(F)(F)F.CCOCC.C(Cl)Cl.CO. Product: [NH2:4][C:5]1[C:10]2[NH:11][C:12](=[O:21])[N:13]([CH2:14][C:15]3[CH:20]=[CH:19][CH:18]=[CH:17][CH:16]=3)[C:9]=2[CH:8]=[C:7]([CH:22]2[CH2:23][CH2:24]2)[N:6]=1. The catalyst class is: 29.